Dataset: Full USPTO retrosynthesis dataset with 1.9M reactions from patents (1976-2016). Task: Predict the reactants needed to synthesize the given product. Given the product [F:18][C:19]1[CH:25]=[CH:24][C:22]([NH:23][C:2]2[C:7]([C:8]([O:10][CH2:11][CH3:12])=[O:9])=[CH:6][N:5]=[C:4]3[N:13]([CH2:16][CH3:17])[N:14]=[CH:15][C:3]=23)=[CH:21][CH:20]=1, predict the reactants needed to synthesize it. The reactants are: Cl[C:2]1[C:7]([C:8]([O:10][CH2:11][CH3:12])=[O:9])=[CH:6][N:5]=[C:4]2[N:13]([CH2:16][CH3:17])[N:14]=[CH:15][C:3]=12.[F:18][C:19]1[CH:25]=[CH:24][C:22]([NH2:23])=[CH:21][CH:20]=1.C(N(CC)CC)C.